This data is from Full USPTO retrosynthesis dataset with 1.9M reactions from patents (1976-2016). The task is: Predict the reactants needed to synthesize the given product. (1) Given the product [CH3:1][N:2]([CH2:4][CH:5]1[CH2:7][CH:6]1[C:8]1[CH:9]=[C:10]2[C:14](=[CH:15][CH:16]=1)[NH:13][CH:12]=[C:11]2[C:17]#[N:26])[CH3:3], predict the reactants needed to synthesize it. The reactants are: [CH3:1][N:2]([CH2:4][CH:5]1[CH2:7][CH:6]1[C:8]1[CH:9]=[C:10]2[C:14](=[CH:15][CH:16]=1)[NH:13][CH:12]=[C:11]2[CH:17]=O)[CH3:3].P([O-])([O-])(O)=O.[NH4+].[NH4+].[N+:26](CCC)([O-])=O.[OH-].[Na+]. (2) Given the product [Br:1][C:2]1[CH:3]=[CH:4][C:5]([CH:8]2[CH2:11][CH2:10][N:9]2[S:20]([CH3:19])(=[O:22])=[O:21])=[CH:6][CH:7]=1, predict the reactants needed to synthesize it. The reactants are: [Br:1][C:2]1[CH:7]=[CH:6][C:5]([CH:8]2[CH2:11][CH2:10][NH:9]2)=[CH:4][CH:3]=1.C(N(CC)CC)C.[CH3:19][S:20](Cl)(=[O:22])=[O:21].C(OCC)(=O)C. (3) Given the product [N+:1]([C:4]1[CH:5]=[C:6]([N:10]2[C:11]3[C:12](=[CH:15][CH:16]=[CH:17][N:18]=3)[CH:13]=[C:29]([CH2:28][CH2:27][CH2:26][CH2:25][C:21]3[CH:20]=[N:19][CH:24]=[CH:23][CH:22]=3)[C:30]2=[O:31])[CH:7]=[CH:8][CH:9]=1)([O-:3])=[O:2], predict the reactants needed to synthesize it. The reactants are: [N+:1]([C:4]1[CH:5]=[C:6]([NH:10][C:11]2[N:18]=[CH:17][CH:16]=[CH:15][C:12]=2[CH:13]=O)[CH:7]=[CH:8][CH:9]=1)([O-:3])=[O:2].[N:19]1[CH:24]=[CH:23][CH:22]=[C:21]([CH2:25][CH2:26][CH2:27][CH2:28][CH2:29][C:30](OC)=[O:31])[CH:20]=1.[Li+].CC([N-]C(C)C)C. (4) Given the product [Cl:22][C:12]1[C:13]2[C:18](=[CH:17][CH:16]=[CH:15][CH:14]=2)[C:9]([CH2:8][CH2:7][C:3]2[CH:2]=[N:1][CH:6]=[CH:5][CH:4]=2)=[N:10][N:11]=1, predict the reactants needed to synthesize it. The reactants are: [N:1]1[CH:6]=[CH:5][CH:4]=[C:3]([CH2:7][CH2:8][C:9]2[C:18]3[C:13](=[CH:14][CH:15]=[CH:16][CH:17]=3)[C:12](=O)[NH:11][N:10]=2)[CH:2]=1.P(Cl)(Cl)([Cl:22])=O.Cl. (5) Given the product [NH2:23][C:19]1[C:18]2[N:24]=[C:25]([CH2:27][CH2:28][CH3:29])[S:26][C:17]=2[C:16]2[CH:15]=[CH:14][C:13]([O:12][CH2:11][CH2:10][N:9]3[CH2:2][CH2:3][CH2:4][C:5]3=[O:6])=[CH:22][C:21]=2[N:20]=1, predict the reactants needed to synthesize it. The reactants are: Cl[CH2:2][CH2:3][CH2:4][C:5](Cl)=[O:6].Cl.[NH2:9][CH2:10][CH2:11][O:12][C:13]1[CH:14]=[CH:15][C:16]2[C:17]3[S:26][C:25]([CH2:27][CH2:28][CH3:29])=[N:24][C:18]=3[C:19]([NH2:23])=[N:20][C:21]=2[CH:22]=1.C(N(CC)CC)C.[H-].[Na+].